Dataset: Reaction yield outcomes from USPTO patents with 853,638 reactions. Task: Predict the reaction yield, written as a fraction of the theoretical maximum amount of product (1.0 means a 100% yield; for example, 0.34 means a 34% yield). The reactants are [F:1][C:2]([F:21])([F:20])[C:3]1[CH:8]=[C:7]([C:9]2[CH:14]=[CH:13][C:12]([N+:15]([O-])=O)=[CH:11][CH:10]=2)[N:6]=[C:5](SC)[N:4]=1.[N+](C1C=CC(C(=O)CC(=O)C(F)(F)F)=CC=1)([O-])=O.[F:40][C:41]([F:52])([F:51])[C:42]1[CH:47]=[CH:46][C:45](B(O)O)=[CH:44][CH:43]=1.O1C=CC=C1P(C1OC=CC=1)C1OC=CC=1. The catalyst is C1COCC1.S1C=CC=C1C([O-])=O.[Cu+2].S1C=CC=C1C([O-])=O.C1C=CC(/C=C/C(/C=C/C2C=CC=CC=2)=O)=CC=1.C1C=CC(/C=C/C(/C=C/C2C=CC=CC=2)=O)=CC=1.C1C=CC(/C=C/C(/C=C/C2C=CC=CC=2)=O)=CC=1.C(Cl)(Cl)Cl.[Pd].[Pd]. The product is [F:1][C:2]([F:21])([F:20])[C:3]1[CH:8]=[C:7]([C:9]2[CH:14]=[CH:13][C:12]([NH2:15])=[CH:11][CH:10]=2)[N:6]=[C:5]([C:45]2[CH:46]=[CH:47][C:42]([C:41]([F:52])([F:51])[F:40])=[CH:43][CH:44]=2)[N:4]=1. The yield is 0.410.